Dataset: Forward reaction prediction with 1.9M reactions from USPTO patents (1976-2016). Task: Predict the product of the given reaction. (1) Given the reactants [NH2:1][CH2:2][CH:3]([C:5]1[S:9][C:8]2[CH:10]=[CH:11][CH:12]=[CH:13][C:7]=2[CH:6]=1)[OH:4].[NH2:14][C:15]1[C:23]2[C:18](=[N:19][C:20]([N:27]3[CH2:32][CH2:31][C:30](=O)[CH2:29][CH2:28]3)=[CH:21][C:22]=2[CH2:24][CH2:25][CH3:26])[S:17][C:16]=1[C:34]([NH2:36])=[O:35].[BH4-].C(O)(=O)C, predict the reaction product. The product is: [NH2:14][C:15]1[C:23]2[C:18](=[N:19][C:20]([N:27]3[CH2:28][CH2:29][CH:30]([NH:1][CH2:2][CH:3]([C:5]4[S:9][C:8]5[CH:10]=[CH:11][CH:12]=[CH:13][C:7]=5[CH:6]=4)[OH:4])[CH2:31][CH2:32]3)=[CH:21][C:22]=2[CH2:24][CH2:25][CH3:26])[S:17][C:16]=1[C:34]([NH2:36])=[O:35]. (2) Given the reactants [NH:1]1[CH2:6][CH2:5][CH:4]([C:7]2[C:8](=[O:17])[NH:9][C:10]3[C:15]([CH:16]=2)=[CH:14][CH:13]=[CH:12][CH:11]=3)[CH2:3][CH2:2]1.Cl[C:19]1[N:24]=[CH:23][N:22]=[C:21]([C:25]([C:27]2[CH:37]=[C:36]([CH3:38])[C:30]3[N:31]([CH3:35])[C:32](=[O:34])[O:33][C:29]=3[CH:28]=2)=[O:26])[CH:20]=1.CCN(C(C)C)C(C)C.O, predict the reaction product. The product is: [CH3:35][N:31]1[C:30]2[C:36]([CH3:38])=[CH:37][C:27]([C:25]([C:21]3[N:22]=[CH:23][N:24]=[C:19]([N:1]4[CH2:2][CH2:3][CH:4]([C:7]5[C:8](=[O:17])[NH:9][C:10]6[C:15]([CH:16]=5)=[CH:14][CH:13]=[CH:12][CH:11]=6)[CH2:5][CH2:6]4)[CH:20]=3)=[O:26])=[CH:28][C:29]=2[O:33][C:32]1=[O:34]. (3) Given the reactants [C:1]1([NH:7][CH2:8][CH2:9][NH2:10])[CH:6]=[CH:5][CH:4]=[CH:3][CH:2]=1.[C:11](O[C:11](=[O:15])[C:12]([CH3:14])=[CH2:13])(=[O:15])[C:12]([CH3:14])=[CH2:13].[K+].[Br-], predict the reaction product. The product is: [C:11]([NH:10][CH2:9][CH2:8][NH:7][C:1]1[CH:6]=[CH:5][CH:4]=[CH:3][CH:2]=1)(=[O:15])[C:12]([CH3:14])=[CH2:13]. (4) Given the reactants [NH:1]1[C:5](=[O:6])[CH2:4][CH2:3][C:2]1=[O:7].[CH2:8]([C:11]1[C:19]2[O:18][N:17]=[C:16]([CH2:20][C:21]([CH3:24])([CH3:23])[CH3:22])[C:15]=2[CH:14]=[CH:13][C:12]=1[O:25][CH2:26][CH2:27][CH2:28]Br)[CH2:9][CH3:10].C([O-])([O-])=O.[Cs+].[Cs+].C(O)(C(F)(F)F)=O, predict the reaction product. The product is: [CH2:8]([C:11]1[C:19]2[O:18][N:17]=[C:16]([CH2:20][C:21]([CH3:24])([CH3:23])[CH3:22])[C:15]=2[CH:14]=[CH:13][C:12]=1[O:25][CH2:26][CH2:27][CH2:28][N:1]1[C:5](=[O:6])[CH2:4][CH2:3][C:2]1=[O:7])[CH2:9][CH3:10]. (5) Given the reactants [OH:1][C:2]1[C:3]([C:13](O)=[O:14])=[CH:4][C:5]2[C:10]([CH:11]=1)=[C:9]([OH:12])[CH:8]=[CH:7][CH:6]=2.CSC.B.C(OCC)(=O)C, predict the reaction product. The product is: [OH:14][CH2:13][C:3]1[CH:4]=[C:5]2[C:10](=[CH:11][C:2]=1[OH:1])[C:9]([OH:12])=[CH:8][CH:7]=[CH:6]2. (6) Given the reactants [C:1]([O:5][C:6](=[O:16])[NH:7][C:8]1[CH:13]=[CH:12][C:11]([F:14])=[C:10]([F:15])[CH:9]=1)([CH3:4])([CH3:3])[CH3:2].[H-].[Na+].[CH2:19](I)[CH:20]=[CH2:21], predict the reaction product. The product is: [C:1]([O:5][C:6](=[O:16])[N:7]([CH2:21][CH:20]=[CH2:19])[C:8]1[CH:13]=[CH:12][C:11]([F:14])=[C:10]([F:15])[CH:9]=1)([CH3:4])([CH3:2])[CH3:3]. (7) Given the reactants [OH:1][C:2]1[CH:7]=[CH:6][C:5]([C:8]([C:10]2[CH:15]=[CH:14][C:13]([OH:16])=[CH:12][CH:11]=2)=O)=[CH:4][CH:3]=1.[N:17]1([CH2:23][CH2:24][O:25][C:26]2[CH:27]=[C:28]([C:32](=O)[CH2:33][CH2:34][CH2:35][CH3:36])[CH:29]=[CH:30][CH:31]=2)[CH2:22][CH2:21][CH2:20][CH2:19][CH2:18]1, predict the reaction product. The product is: [N:17]1([CH2:23][CH2:24][O:25][C:26]2[CH:27]=[C:28]([C:32]([CH2:33][CH2:34][CH2:35][CH3:36])=[C:8]([C:10]3[CH:15]=[CH:14][C:13]([OH:16])=[CH:12][CH:11]=3)[C:5]3[CH:6]=[CH:7][C:2]([OH:1])=[CH:3][CH:4]=3)[CH:29]=[CH:30][CH:31]=2)[CH2:22][CH2:21][CH2:20][CH2:19][CH2:18]1.